From a dataset of Full USPTO retrosynthesis dataset with 1.9M reactions from patents (1976-2016). Predict the reactants needed to synthesize the given product. (1) Given the product [CH2:1]([C:3]1[C:11]([I:16])=[C:6]2[CH:7]=[CH:8][CH:9]=[CH:10][N:5]2[N:4]=1)[CH3:2], predict the reactants needed to synthesize it. The reactants are: [CH2:1]([C:3]1[CH:11]=[C:6]2[CH:7]=[CH:8][CH:9]=[CH:10][N:5]2[N:4]=1)[CH3:2].C(O)(=O)C.[I:16]N1C(=O)CCC1=O. (2) Given the product [N:12]1[CH:17]=[CH:16][CH:15]=[C:14]([CH2:18][N:1]2[C:7]3[CH:8]=[CH:9][CH:10]=[CH:11][C:6]=3[NH:5][CH2:4][CH2:3][CH2:2]2)[CH:13]=1, predict the reactants needed to synthesize it. The reactants are: [NH:1]1[C:7]2[CH:8]=[CH:9][CH:10]=[CH:11][C:6]=2[NH:5][CH2:4][CH2:3][CH2:2]1.[N:12]1[CH:17]=[CH:16][CH:15]=[C:14]([CH:18]=O)[CH:13]=1.[BH4-].[Na+]. (3) Given the product [Cl:13][C:6]1[N:5]=[C:4]([NH:2][CH3:1])[C:9]([N+:10]([O-:12])=[O:11])=[CH:8][CH:7]=1, predict the reactants needed to synthesize it. The reactants are: [CH3:1][NH2:2].Cl[C:4]1[C:9]([N+:10]([O-:12])=[O:11])=[CH:8][CH:7]=[C:6]([Cl:13])[N:5]=1. (4) Given the product [CH3:18][N:17]([CH3:19])[C@H:14]1[C:15]2[C:11](=[CH:10][CH:9]=[C:8]([C:25]3[C:24]([CH3:37])=[N:23][N:22]([CH3:21])[C:26]=3[CH3:27])[CH:16]=2)[CH2:12][CH2:13]1, predict the reactants needed to synthesize it. The reactants are: C([O-])([O-])=O.[K+].[K+].Br[C:8]1[CH:16]=[C:15]2[C:11]([CH2:12][CH2:13][C@H:14]2[N:17]([CH3:19])[CH3:18])=[CH:10][CH:9]=1.O.[CH3:21][N:22]1[C:26]([CH3:27])=[C:25](B2OC(C)(C)C(C)(C)O2)[C:24]([CH3:37])=[N:23]1. (5) Given the product [O:4]1[CH2:1][CH:8]=[CH:7][CH2:6][CH:5]1[CH:9]1[CH2:10][CH2:11][C:12]2([O:13][CH2:14][CH2:15][O:16]2)[CH2:17][CH2:18]1, predict the reactants needed to synthesize it. The reactants are: [CH2:1]([O:4][CH:5]([CH:9]1[CH2:18][CH2:17][C:12]2([O:16][CH2:15][CH2:14][O:13]2)[CH2:11][CH2:10]1)[CH2:6][CH:7]=[CH2:8])C=C.N1CCC1. (6) Given the product [CH3:28][S:29]([O:19][C@@H:17]1[CH2:18][N:15]([CH:14]([C:8]2[CH:9]=[CH:10][CH:11]=[CH:12][CH:13]=2)[C:22]2[CH:23]=[CH:24][CH:25]=[CH:26][CH:27]=2)[C@H:16]1[CH2:20][CH3:21])(=[O:31])=[O:30], predict the reactants needed to synthesize it. The reactants are: C(N(CC)CC)C.[C:8]1([CH:14]([C:22]2[CH:27]=[CH:26][CH:25]=[CH:24][CH:23]=2)[N:15]2[CH2:18][C@@H:17]([OH:19])[C@@H:16]2[CH2:20][CH3:21])[CH:13]=[CH:12][CH:11]=[CH:10][CH:9]=1.[CH3:28][S:29](Cl)(=[O:31])=[O:30]. (7) Given the product [CH3:29][N:2]([CH3:1])[CH2:3][CH2:4][CH2:5][CH2:6][CH2:7][C:8]1[CH:9]=[CH:10][C:11]([N:14]([CH3:28])[S:15]([C:18]2[CH:19]=[CH:20][C:21]([C:24]([F:26])([F:27])[F:25])=[CH:22][CH:23]=2)(=[O:17])=[O:16])=[CH:12][CH:13]=1, predict the reactants needed to synthesize it. The reactants are: [CH3:1][N:2]([CH3:29])[CH2:3][CH2:4][CH2:5][C:6]#[C:7][C:8]1[CH:13]=[CH:12][C:11]([N:14]([CH3:28])[S:15]([C:18]2[CH:23]=[CH:22][C:21]([C:24]([F:27])([F:26])[F:25])=[CH:20][CH:19]=2)(=[O:17])=[O:16])=[CH:10][CH:9]=1.CC(O)=O.